Dataset: NCI-60 drug combinations with 297,098 pairs across 59 cell lines. Task: Regression. Given two drug SMILES strings and cell line genomic features, predict the synergy score measuring deviation from expected non-interaction effect. (1) Drug 1: CC1=C(C=C(C=C1)NC2=NC=CC(=N2)N(C)C3=CC4=NN(C(=C4C=C3)C)C)S(=O)(=O)N.Cl. Drug 2: CC1C(C(=O)NC(C(=O)N2CCCC2C(=O)N(CC(=O)N(C(C(=O)O1)C(C)C)C)C)C(C)C)NC(=O)C3=C4C(=C(C=C3)C)OC5=C(C(=O)C(=C(C5=N4)C(=O)NC6C(OC(=O)C(N(C(=O)CN(C(=O)C7CCCN7C(=O)C(NC6=O)C(C)C)C)C)C(C)C)C)N)C. Cell line: HT29. Synergy scores: CSS=38.5, Synergy_ZIP=23.8, Synergy_Bliss=25.8, Synergy_Loewe=19.7, Synergy_HSA=23.2. (2) Drug 1: CCCCCOC(=O)NC1=NC(=O)N(C=C1F)C2C(C(C(O2)C)O)O. Drug 2: B(C(CC(C)C)NC(=O)C(CC1=CC=CC=C1)NC(=O)C2=NC=CN=C2)(O)O. Cell line: U251. Synergy scores: CSS=26.2, Synergy_ZIP=-3.13, Synergy_Bliss=-8.91, Synergy_Loewe=-30.2, Synergy_HSA=-7.41. (3) Drug 1: CS(=O)(=O)C1=CC(=C(C=C1)C(=O)NC2=CC(=C(C=C2)Cl)C3=CC=CC=N3)Cl. Drug 2: C1=NNC2=C1C(=O)NC=N2. Cell line: ACHN. Synergy scores: CSS=16.5, Synergy_ZIP=1.20, Synergy_Bliss=6.97, Synergy_Loewe=5.41, Synergy_HSA=5.26. (4) Drug 1: CC1C(C(CC(O1)OC2CC(CC3=C2C(=C4C(=C3O)C(=O)C5=C(C4=O)C(=CC=C5)OC)O)(C(=O)CO)O)N)O.Cl. Drug 2: CC1OCC2C(O1)C(C(C(O2)OC3C4COC(=O)C4C(C5=CC6=C(C=C35)OCO6)C7=CC(=C(C(=C7)OC)O)OC)O)O. Cell line: OVCAR-5. Synergy scores: CSS=20.8, Synergy_ZIP=-3.24, Synergy_Bliss=3.50, Synergy_Loewe=-0.262, Synergy_HSA=4.52. (5) Drug 1: C1CC(=O)NC(=O)C1N2CC3=C(C2=O)C=CC=C3N. Drug 2: CCC1=C2CN3C(=CC4=C(C3=O)COC(=O)C4(CC)O)C2=NC5=C1C=C(C=C5)O. Cell line: NCI-H522. Synergy scores: CSS=33.4, Synergy_ZIP=-1.26, Synergy_Bliss=-1.75, Synergy_Loewe=-17.5, Synergy_HSA=-0.0388. (6) Drug 1: CC12CCC(CC1=CCC3C2CCC4(C3CC=C4C5=CN=CC=C5)C)O. Drug 2: C1=CC(=CC=C1CCC2=CNC3=C2C(=O)NC(=N3)N)C(=O)NC(CCC(=O)O)C(=O)O. Cell line: SF-295. Synergy scores: CSS=20.6, Synergy_ZIP=-5.49, Synergy_Bliss=-9.35, Synergy_Loewe=-14.6, Synergy_HSA=-7.49. (7) Drug 1: CC(C)(C1=NC(=CC=C1)N2C3=NC(=NC=C3C(=O)N2CC=C)NC4=CC=C(C=C4)N5CCN(CC5)C)O. Drug 2: C1CC(C1)(C2=CC=C(C=C2)C3=C(C=C4C(=N3)C=CN5C4=NNC5=O)C6=CC=CC=C6)N. Cell line: HT29. Synergy scores: CSS=63.2, Synergy_ZIP=5.68, Synergy_Bliss=6.12, Synergy_Loewe=4.89, Synergy_HSA=10.5. (8) Drug 1: C1=CC(=CC=C1C#N)C(C2=CC=C(C=C2)C#N)N3C=NC=N3. Drug 2: CC(C)(C#N)C1=CC(=CC(=C1)CN2C=NC=N2)C(C)(C)C#N. Cell line: HCC-2998. Synergy scores: CSS=-6.62, Synergy_ZIP=-1.80, Synergy_Bliss=-6.16, Synergy_Loewe=-8.20, Synergy_HSA=-7.65. (9) Drug 1: C1=NC(=NC(=O)N1C2C(C(C(O2)CO)O)O)N. Drug 2: C1=NC2=C(N1)C(=S)N=CN2. Cell line: MCF7. Synergy scores: CSS=36.9, Synergy_ZIP=-3.58, Synergy_Bliss=-2.27, Synergy_Loewe=-2.87, Synergy_HSA=-0.341.